From a dataset of Full USPTO retrosynthesis dataset with 1.9M reactions from patents (1976-2016). Predict the reactants needed to synthesize the given product. Given the product [Cl:1][C:2]1[C:7]([NH:9][NH2:10])=[N:6][CH:5]=[CH:4][N:3]=1, predict the reactants needed to synthesize it. The reactants are: [Cl:1][C:2]1[C:7](Cl)=[N:6][CH:5]=[CH:4][N:3]=1.[NH2:9][NH2:10].